Task: Predict the reactants needed to synthesize the given product.. Dataset: Full USPTO retrosynthesis dataset with 1.9M reactions from patents (1976-2016) (1) Given the product [NH:8]1[C:16]2[C:11](=[CH:12][CH:13]=[CH:14][CH:15]=2)[CH:10]=[C:9]1[C:26]1[C:34]2[C:29](=[CH:30][CH:31]=[C:32]([NH:35][S:43]([C:46]3[CH:51]=[CH:50][CH:49]=[CH:48][CH:47]=3)(=[O:44])=[O:45])[CH:33]=2)[NH:28][N:27]=1, predict the reactants needed to synthesize it. The reactants are: C(OC([N:8]1[C:16]2[C:11](=[CH:12][CH:13]=[CH:14][CH:15]=2)[CH:10]=[C:9]1B(O)O)=O)(C)(C)C.C(=O)([O-])O.[Na+].I[C:26]1[C:34]2[C:29](=[CH:30][CH:31]=[C:32]([N:35]([S:43]([C:46]3[CH:51]=[CH:50][CH:49]=[CH:48][CH:47]=3)(=[O:45])=[O:44])C(OC(C)(C)C)=O)[CH:33]=2)[N:28](C(OC(C)(C)C)=O)[N:27]=1. (2) Given the product [NH:32]1[C:31]2[CH:33]=[CH:34][CH:35]=[CH:36][C:30]=2[N:29]=[C:28]1[C@@H:25]1[CH2:24][CH:23]([F:22])[CH2:27][N:26]1[C:14]([C@H:13]([CH2:17][CH2:18][CH2:19][CH2:20][CH3:21])[CH2:12][N:9]([OH:8])[CH:10]=[O:11])=[O:15], predict the reactants needed to synthesize it. The reactants are: C([O:8][N:9]([CH2:12][C@@H:13]([CH2:17][CH2:18][CH2:19][CH2:20][CH3:21])[C:14](O)=[O:15])[CH:10]=[O:11])C1C=CC=CC=1.[F:22][C@H:23]1[CH2:27][NH:26][C@H:25]([C:28]2[NH:32][C:31]3[CH:33]=[CH:34][CH:35]=[CH:36][C:30]=3[N:29]=2)[CH2:24]1. (3) Given the product [CH3:1][O:2][C:3](=[O:16])[C:4]1[CH:9]=[C:8]([C:22]#[C:21][Si:18]([CH3:20])([CH3:19])[CH3:17])[CH:7]=[CH:6][C:5]=1[O:11][C:12]([F:15])([F:14])[F:13], predict the reactants needed to synthesize it. The reactants are: [CH3:1][O:2][C:3](=[O:16])[C:4]1[CH:9]=[C:8](Br)[CH:7]=[CH:6][C:5]=1[O:11][C:12]([F:15])([F:14])[F:13].[CH3:17][Si:18]([C:21]#[CH:22])([CH3:20])[CH3:19].